This data is from Reaction yield outcomes from USPTO patents with 853,638 reactions. The task is: Predict the reaction yield, written as a fraction of the theoretical maximum amount of product (1.0 means a 100% yield; for example, 0.34 means a 34% yield). (1) The yield is 0.810. The product is [CH3:19][O:20][C:21](=[O:30])[CH2:22][C:23]1[CH:24]=[CH:25][C:26]([C:12]#[C:11][C:9]2[CH:10]=[C:5]([C:1]([CH3:4])([CH3:2])[CH3:3])[C:6]([O:17][CH3:18])=[C:7]([C:13]([CH3:16])([CH3:15])[CH3:14])[CH:8]=2)=[CH:27][CH:28]=1. The catalyst is CCCCCC.[Cu]I.Cl[Pd](Cl)([P](C1C=CC=CC=1)(C1C=CC=CC=1)C1C=CC=CC=1)[P](C1C=CC=CC=1)(C1C=CC=CC=1)C1C=CC=CC=1.C(OCC)(=O)C. The reactants are [C:1]([C:5]1[CH:10]=[C:9]([C:11]#[CH:12])[CH:8]=[C:7]([C:13]([CH3:16])([CH3:15])[CH3:14])[C:6]=1[O:17][CH3:18])([CH3:4])([CH3:3])[CH3:2].[CH3:19][O:20][C:21](=[O:30])[CH2:22][C:23]1[CH:28]=[CH:27][C:26](I)=[CH:25][CH:24]=1.C(N(CC)CC)C.O1CCCC1. (2) The reactants are Br[C:2]1[CH:3]=[CH:4][C:5]([F:9])=[C:6]([CH3:8])[CH:7]=1.C([Li])(CC)C.O=[C:16]1[CH2:19][C:18]2([CH2:24][CH2:23][N:22](C(OC(C)(C)C)=O)[CH2:21][CH2:20]2)[CH2:17]1.C([SiH](CC)CC)C.FC(F)(F)C(O)=O.C(Cl)[Cl:47]. The catalyst is C1COCC1. The product is [ClH:47].[F:9][C:5]1[CH:4]=[CH:3][C:2]([CH:16]2[CH2:19][C:18]3([CH2:24][CH2:23][NH:22][CH2:21][CH2:20]3)[CH2:17]2)=[CH:7][C:6]=1[CH3:8]. The yield is 0.330. (3) The reactants are C[N:2]1[CH:7]=[C:6]([N+:8]([O-:10])=[O:9])[CH:5]=[C:4]([N+]([O-])=O)[C:3]1=O.[O:15]1[C:19]2([CH2:24]CC(=O)[CH2:21][CH2:20]2)[O:18][CH2:17][CH2:16]1.O. The catalyst is N.CO. The product is [CH2:17]1[O:18][C:19]2([CH2:20][CH2:21][C:3]3[N:2]=[CH:7][C:6]([N+:8]([O-:10])=[O:9])=[CH:5][C:4]=3[CH2:24]2)[O:15][CH2:16]1. The yield is 0.500. (4) The reactants are [N:1]1[C:8]([Cl:9])=[N:7][C:5]([Cl:6])=[N:4][C:2]=1Cl.[NH2:10][C:11]1[CH:16]=[CH:15][C:14]([OH:17])=[C:13]([Cl:18])[CH:12]=1. The catalyst is CC(C)=O. The product is [Cl:18][C:13]1[CH:12]=[C:11]([NH:10][C:2]2[N:1]=[C:8]([Cl:9])[N:7]=[C:5]([Cl:6])[N:4]=2)[CH:16]=[CH:15][C:14]=1[OH:17]. The yield is 0.990. (5) The product is [C:1]1([C:7]2[O:11][N:10]=[C:9]([C:12]3[O:16][N:15]=[C:14]4[C:17]5[C:22]([CH2:23][CH2:24][C:13]=34)=[CH:21][C:20]([CH:25]=[O:35])=[CH:19][CH:18]=5)[C:8]=2[C:27]([F:28])([F:30])[F:29])[CH:6]=[CH:5][CH:4]=[CH:3][CH:2]=1. The catalyst is C1COCC1.O.[Os](=O)(=O)(=O)=O. The reactants are [C:1]1([C:7]2[O:11][N:10]=[C:9]([C:12]3[O:16][N:15]=[C:14]4[C:17]5[C:22]([CH2:23][CH2:24][C:13]=34)=[CH:21][C:20]([CH:25]=C)=[CH:19][CH:18]=5)[C:8]=2[C:27]([F:30])([F:29])[F:28])[CH:6]=[CH:5][CH:4]=[CH:3][CH:2]=1.C[N+]1([O-])CC[O:35]CC1.I([O-])(=O)(=O)=O.[Na+]. The yield is 1.00. (6) The reactants are [F:1][C:2]1[CH:7]=[CH:6][CH:5]=[CH:4][CH:3]=1.O.[C:9]([OH:13])(=[O:12])[CH:10]=O.S(=O)(=O)(O)O.[OH-].[K+]. The catalyst is C(O)(=O)C.O. The product is [F:1][C:2]1[CH:7]=[CH:6][C:5]([CH:10]([C:5]2[CH:6]=[CH:7][C:2]([F:1])=[CH:3][CH:4]=2)[C:9]([OH:13])=[O:12])=[CH:4][CH:3]=1. The yield is 0.820.